From a dataset of In vitro SARS-CoV-2 activity screen of 1,480 approved drugs from Prestwick library. Binary Classification. Given a drug SMILES string, predict its activity (active/inactive) in a high-throughput screening assay against a specified biological target. (1) The molecule is CN(C)C/C=C(/c1ccc(Br)cc1)c1cccnc1.Cl.Cl.O. The result is 0 (inactive). (2) The molecule is CCNC(=O)CCC/C=C\C[C@H]1[C@@H](O)C[C@@H](O)[C@@H]1/C=C/[C@@H](O)CCc1ccccc1. The result is 0 (inactive). (3) The drug is CCOC(=O)Nc1ccc(NCc2ccc(F)cc2)nc1N. The result is 0 (inactive). (4) The compound is CN(C)C(=O)C(CCN1CCC(O)(c2ccc(Cl)cc2)CC1)(c1ccccc1)c1ccccc1.Cl. The result is 0 (inactive). (5) The drug is COC(=O)C1=C(C)NC(C)=C(C(=O)OC)C1c1ccccc1[N+](=O)[O-]. The result is 0 (inactive). (6) The molecule is CC(C)(C)CC(C)(C)c1ccc(OCCOCC[N+](C)(C)Cc2ccccc2)cc1.[Cl-]. The result is 0 (inactive). (7) The compound is CCN(CC)C(C)C(=O)c1ccccc1.Cl. The result is 0 (inactive). (8) The result is 0 (inactive). The molecule is CC1(C)S[C@@H]2[C@H](NC(=O)[C@H](N)c3ccccc3)C(=O)N2[C@H]1C(=O)OC1OC(=O)c2ccccc21.Cl. (9) The compound is COc1ccc(-c2noc(CC(=O)O)c2-c2ccc(OC)cc2)cc1. The result is 0 (inactive). (10) The drug is CC(C)Cn1cnc2c(N)nc3ccccc3c21. The result is 0 (inactive).